Dataset: Full USPTO retrosynthesis dataset with 1.9M reactions from patents (1976-2016). Task: Predict the reactants needed to synthesize the given product. Given the product [I:17][C:10]1[C:11]2[C:16](=[CH:15][CH:14]=[CH:13][CH:12]=2)[N:8]([C:6]([NH2:5])=[O:7])[N:9]=1, predict the reactants needed to synthesize it. The reactants are: C([NH:5][C:6]([N:8]1[C:16]2[C:11](=[CH:12][CH:13]=[CH:14][CH:15]=2)[C:10]([I:17])=[N:9]1)=[O:7])(C)(C)C.FC(F)(F)C(O)=O.